Predict the reactants needed to synthesize the given product. From a dataset of Full USPTO retrosynthesis dataset with 1.9M reactions from patents (1976-2016). Given the product [CH2:15]([S:19][C:2]1[C:7]([I:8])=[CH:6][CH:5]=[CH:4][N:3]=1)[CH2:16][CH2:17][CH3:18], predict the reactants needed to synthesize it. The reactants are: F[C:2]1[C:7]([I:8])=[CH:6][CH:5]=[CH:4][N:3]=1.C([O-])([O-])=O.[Cs+].[Cs+].[CH2:15]([SH:19])[CH2:16][CH2:17][CH3:18].